Dataset: Catalyst prediction with 721,799 reactions and 888 catalyst types from USPTO. Task: Predict which catalyst facilitates the given reaction. (1) Reactant: [C:1]([O:5][C:6]([N:8]1[CH2:13][CH2:12][C:11]([CH2:21][NH2:22])([NH:14]C(=O)C(F)(F)F)[CH2:10][CH2:9]1)=[O:7])([CH3:4])([CH3:3])[CH3:2].N. Product: [C:1]([O:5][C:6]([N:8]1[CH2:9][CH2:10][C:11]([NH2:14])([CH2:21][NH2:22])[CH2:12][CH2:13]1)=[O:7])([CH3:4])([CH3:2])[CH3:3]. The catalyst class is: 5. (2) Reactant: C([O:3][C:4]([C:6]1([CH2:10][NH:11][C:12]2[CH:13]=[N:14][CH:15]=[C:16]([C:18]3[N:19]([CH3:27])[C:20]4[C:25]([CH:26]=3)=[CH:24][CH:23]=[CH:22][CH:21]=4)[CH:17]=2)[CH2:9][CH2:8][CH2:7]1)=O)C.[CH:28]([Mg]Cl)([CH3:30])[CH3:29]. Product: [CH3:29][CH:28]([CH3:30])[C:4]([C:6]1([CH2:10][NH:11][C:12]2[CH:13]=[N:14][CH:15]=[C:16]([C:18]3[N:19]([CH3:27])[C:20]4[C:25]([CH:26]=3)=[CH:24][CH:23]=[CH:22][CH:21]=4)[CH:17]=2)[CH2:7][CH2:8][CH2:9]1)=[O:3]. The catalyst class is: 1. (3) Reactant: C[O:2][C:3](=O)[C:4]1[CH:9]=[C:8]([Cl:10])[C:7]([O:11][CH3:12])=[CH:6][C:5]=1[O:13][CH2:14][CH2:15][CH2:16][N:17]1[CH2:21][CH2:20][C:19]([C:23]2[CH:28]=[CH:27][C:26]([Cl:29])=[CH:25][CH:24]=2)([OH:22])[CH2:18]1.[CH3:31][NH2:32]. Product: [Cl:10][C:8]1[C:7]([O:11][CH3:12])=[CH:6][C:5]([O:13][CH2:14][CH2:15][CH2:16][N:17]2[CH2:21][CH2:20][C:19]([C:23]3[CH:28]=[CH:27][C:26]([Cl:29])=[CH:25][CH:24]=3)([OH:22])[CH2:18]2)=[C:4]([CH:9]=1)[C:3]([NH:32][CH3:31])=[O:2]. The catalyst class is: 8. (4) Reactant: [CH3:1][O:2][C:3]([C:5]1[CH:10]=[CH:9][CH:8]=[C:7]([C:11]2[O:15][C:14]([C:16](=[O:33])[CH2:17][CH2:18][CH2:19][CH:20]3[CH2:25][CH2:24][N:23]([C:26](OC(C)(C)C)=O)[CH2:22][CH2:21]3)=[N:13][CH:12]=2)[N:6]=1)=[O:4].COC(C1C=CC=C(C2OC(C(O)[CH2:50][CH2:51][CH2:52][CH:53]3[CH2:58][CH2:57]N(C(OC(C)(C)C)=O)[CH2:55][CH2:54]3)=NC=2)N=1)=O.[CH3:67]C(OI1(OC(C)=O)(OC(C)=O)OC(=O)C2C=CC=CC1=2)=O. Product: [CH3:1][O:2][C:3]([C:5]1[CH:10]=[CH:9][CH:8]=[C:7]([C:11]2[O:15][C:14]([C:16](=[O:33])[CH2:17][CH2:18][CH2:19][CH:20]3[CH2:21][CH2:22][N:23]([CH2:26][C:50]4[CH:51]=[CH:52][C:53]([CH:54]([CH3:55])[CH3:67])=[CH:58][CH:57]=4)[CH2:24][CH2:25]3)=[N:13][CH:12]=2)[N:6]=1)=[O:4]. The catalyst class is: 2. (5) Reactant: [CH2:1]([O:3][C:4]1[CH:5]=[C:6]([C:13](=[O:19])[CH2:14][CH2:15][C:16]([OH:18])=O)[CH:7]=[CH:8][C:9]=1[O:10][CH2:11][CH3:12])[CH3:2].[N:20]1([C:26]2[C:35]3[C:30](=[CH:31][CH:32]=[CH:33][CH:34]=3)[CH:29]=[C:28]([NH2:36])[N:27]=2)[CH2:25][CH2:24][CH2:23][CH2:22][CH2:21]1.CCN=C=NCCCN(C)C.C1C=CC2N(O)N=NC=2C=1. Product: [CH2:1]([O:3][C:4]1[CH:5]=[C:6]([C:13](=[O:19])[CH2:14][CH2:15][C:16]([NH:36][C:28]2[N:27]=[C:26]([N:20]3[CH2:25][CH2:24][CH2:23][CH2:22][CH2:21]3)[C:35]3[C:30]([CH:29]=2)=[CH:31][CH:32]=[CH:33][CH:34]=3)=[O:18])[CH:7]=[CH:8][C:9]=1[O:10][CH2:11][CH3:12])[CH3:2]. The catalyst class is: 10. (6) Reactant: C1C=C(Cl)C=C(C(OO)=[O:9])C=1.[CH:12]1([NH:15][C:16]([C:18]2[CH:19]=[C:20]([F:37])[C:21]([CH3:36])=[C:22]([C:24]3[CH:35]=[CH:34][C:27]([C:28]([NH:30][CH2:31][CH2:32][CH3:33])=[O:29])=[CH:26][N:25]=3)[CH:23]=2)=[O:17])[CH2:14][CH2:13]1. Product: [CH:12]1([NH:15][C:16]([C:18]2[CH:19]=[C:20]([F:37])[C:21]([CH3:36])=[C:22]([C:24]3[N+:25]([O-:9])=[CH:26][C:27]([C:28]([NH:30][CH2:31][CH2:32][CH3:33])=[O:29])=[CH:34][CH:35]=3)[CH:23]=2)=[O:17])[CH2:14][CH2:13]1. The catalyst class is: 147. (7) Reactant: [CH2:1]([O:8][C@@H:9]1[C@@H:14]([O:15][CH2:16][C:17]2[CH:22]=[CH:21][CH:20]=[CH:19][CH:18]=2)[C@H:13]([O:23][CH2:24][C:25]2[CH:30]=[CH:29][CH:28]=[CH:27][CH:26]=2)[C@@H:12]([CH2:31][O:32][CH2:33][C:34]2[CH:39]=[CH:38][CH:37]=[CH:36][CH:35]=2)[O:11][C@H:10]1[C:40]1[C:48]2[C:43](=[C:44]([CH3:49])[CH:45]=[CH:46][CH:47]=2)[N:42]([CH2:50][C:51]2[CH:56]=[CH:55][C:54](/[CH:57]=[CH:58]/[CH2:59][C:60]([OH:62])=[O:61])=[CH:53][CH:52]=2)[CH:41]=1)[C:2]1[CH:7]=[CH:6][CH:5]=[CH:4][CH:3]=1.[CH3:63][C:64]1([CH3:71])[O:68][C@H:67]([CH2:69]O)[CH2:66][O:65]1.C1(N=C=NC2CCCCC2)CCCCC1. Product: [CH2:1]([O:8][C@@H:9]1[C@@H:14]([O:15][CH2:16][C:17]2[CH:22]=[CH:21][CH:20]=[CH:19][CH:18]=2)[C@H:13]([O:23][CH2:24][C:25]2[CH:30]=[CH:29][CH:28]=[CH:27][CH:26]=2)[C@@H:12]([CH2:31][O:32][CH2:33][C:34]2[CH:39]=[CH:38][CH:37]=[CH:36][CH:35]=2)[O:11][C@H:10]1[C:40]1[C:48]2[C:43](=[C:44]([CH3:49])[CH:45]=[CH:46][CH:47]=2)[N:42]([CH2:50][C:51]2[CH:56]=[CH:55][C:54](/[CH:57]=[CH:58]/[CH2:59][C:60]([O:62][CH2:69][C@@H:67]3[CH2:66][O:65][C:64]([CH3:71])([CH3:63])[O:68]3)=[O:61])=[CH:53][CH:52]=2)[CH:41]=1)[C:2]1[CH:3]=[CH:4][CH:5]=[CH:6][CH:7]=1. The catalyst class is: 119. (8) Reactant: O[CH2:2][CH2:3][CH2:4][C:5]1[CH:10]=[CH:9][C:8]([OH:11])=[CH:7][CH:6]=1.[BrH:12]. Product: [Br:12][CH2:2][CH2:3][CH2:4][C:5]1[CH:10]=[CH:9][C:8]([OH:11])=[CH:7][CH:6]=1. The catalyst class is: 6.